From a dataset of Reaction yield outcomes from USPTO patents with 853,638 reactions. Predict the reaction yield, written as a fraction of the theoretical maximum amount of product (1.0 means a 100% yield; for example, 0.34 means a 34% yield). The reactants are [C:1]([O:5][C:6]([N:8]1[CH2:23][CH2:22][N:11]2[C:12](=[O:21])[C:13]3[C:18]([CH:10]2[CH2:9]1)=[CH:17][CH:16]=[CH:15][C:14]=3[O:19]C)=[O:7])([CH3:4])([CH3:3])[CH3:2].B(Br)(Br)Br.C(OC(OC(C)(C)C)=O)(OC(C)(C)C)=O. The catalyst is ClCCl.C(OCC)(=O)C. The product is [C:1]([O:5][C:6]([N:8]1[CH2:23][CH2:22][N:11]2[C:12](=[O:21])[C:13]3[C:18]([CH:10]2[CH2:9]1)=[CH:17][CH:16]=[CH:15][C:14]=3[OH:19])=[O:7])([CH3:4])([CH3:2])[CH3:3]. The yield is 0.900.